Dataset: Merck oncology drug combination screen with 23,052 pairs across 39 cell lines. Task: Regression. Given two drug SMILES strings and cell line genomic features, predict the synergy score measuring deviation from expected non-interaction effect. (1) Drug 1: Cn1c(=O)n(-c2ccc(C(C)(C)C#N)cc2)c2c3cc(-c4cnc5ccccc5c4)ccc3ncc21. Drug 2: Cn1cc(-c2cnn3c(N)c(Br)c(C4CCCNC4)nc23)cn1. Cell line: MDAMB436. Synergy scores: synergy=37.0. (2) Drug 1: N#Cc1ccc(Cn2cncc2CN2CCN(c3cccc(Cl)c3)C(=O)C2)cc1. Drug 2: CCc1cnn2c(NCc3ccc[n+]([O-])c3)cc(N3CCCCC3CCO)nc12. Cell line: UACC62. Synergy scores: synergy=10.3. (3) Drug 1: C=CCn1c(=O)c2cnc(Nc3ccc(N4CCN(C)CC4)cc3)nc2n1-c1cccc(C(C)(C)O)n1. Drug 2: Cn1c(=O)n(-c2ccc(C(C)(C)C#N)cc2)c2c3cc(-c4cnc5ccccc5c4)ccc3ncc21. Cell line: UWB1289BRCA1. Synergy scores: synergy=19.4. (4) Cell line: LOVO. Synergy scores: synergy=-9.00. Drug 1: O=C(O)C1(Cc2cccc(Nc3nccs3)n2)CCC(Oc2cccc(Cl)c2F)CC1. Drug 2: CCc1c2c(nc3ccc(O)cc13)-c1cc3c(c(=O)n1C2)COC(=O)C3(O)CC. (5) Drug 1: CN1C(=O)C=CC2(C)C3CCC4(C)C(NC(=O)OCC(F)(F)F)CCC4C3CCC12. Drug 2: CCC1(O)CC2CN(CCc3c([nH]c4ccccc34)C(C(=O)OC)(c3cc4c(cc3OC)N(C)C3C(O)(C(=O)OC)C(OC(C)=O)C5(CC)C=CCN6CCC43C65)C2)C1. Cell line: MDAMB436. Synergy scores: synergy=-24.6. (6) Drug 1: NC(=O)c1cccc2cn(-c3ccc(C4CCCNC4)cc3)nc12. Drug 2: CCc1c2c(nc3ccc(O)cc13)-c1cc3c(c(=O)n1C2)COC(=O)C3(O)CC. Cell line: DLD1. Synergy scores: synergy=9.90. (7) Drug 1: COc1cccc2c1C(=O)c1c(O)c3c(c(O)c1C2=O)CC(O)(C(=O)CO)CC3OC1CC(N)C(O)C(C)O1. Drug 2: Cn1cc(-c2cnn3c(N)c(Br)c(C4CCCNC4)nc23)cn1. Cell line: ES2. Synergy scores: synergy=22.0. (8) Cell line: ZR751. Synergy scores: synergy=-31.7. Drug 1: CN1C(=O)C=CC2(C)C3CCC4(C)C(NC(=O)OCC(F)(F)F)CCC4C3CCC12. Drug 2: CCC1(O)CC2CN(CCc3c([nH]c4ccccc34)C(C(=O)OC)(c3cc4c(cc3OC)N(C)C3C(O)(C(=O)OC)C(OC(C)=O)C5(CC)C=CCN6CCC43C65)C2)C1. (9) Synergy scores: synergy=-5.54. Drug 2: CC1(c2nc3c(C(N)=O)cccc3[nH]2)CCCN1. Drug 1: CCC1(O)CC2CN(CCc3c([nH]c4ccccc34)C(C(=O)OC)(c3cc4c(cc3OC)N(C)C3C(O)(C(=O)OC)C(OC(C)=O)C5(CC)C=CCN6CCC43C65)C2)C1. Cell line: RKO.